Task: Predict which catalyst facilitates the given reaction.. Dataset: Catalyst prediction with 721,799 reactions and 888 catalyst types from USPTO (1) Reactant: [F:1][C:2]1[CH:7]=[CH:6][C:5]([C:8]2[N:12](/[CH:13]=[CH:14]/[C:15](OC)=[O:16])[C:11]([CH:19]([CH3:21])[CH3:20])=[N:10][C:9]=2[C:22]2[CH:27]=[CH:26][N:25]=[C:24]([N:28]([C:32]3[CH:37]=[CH:36][CH:35]=[CH:34][CH:33]=3)C(=O)C)[N:23]=2)=[CH:4][CH:3]=1. Product: [F:1][C:2]1[CH:3]=[CH:4][C:5]([C:8]2[N:12](/[CH:13]=[CH:14]/[CH2:15][OH:16])[C:11]([CH:19]([CH3:20])[CH3:21])=[N:10][C:9]=2[C:22]2[CH:27]=[CH:26][N:25]=[C:24]([NH:28][C:32]3[CH:33]=[CH:34][CH:35]=[CH:36][CH:37]=3)[N:23]=2)=[CH:6][CH:7]=1. The catalyst class is: 7. (2) The catalyst class is: 547. Reactant: [CH2:1]1[C:7]2=[C:8]3[C:12](=[CH:13][CH:14]=[C:6]2[O:5][CH2:4][CH2:3][N:2]1C(OC(C)(C)C)=O)[NH:11][CH:10]=[CH:9]3.[H-].[Na+].CN(C=O)C.[CH2:29]([C:32]1[CH:37]=[CH:36][C:35]([S:38](Cl)(=[O:40])=[O:39])=[CH:34][CH:33]=1)[CH2:30][CH3:31]. Product: [CH2:29]([C:32]1[CH:37]=[CH:36][C:35]([S:38]([N:11]2[C:12]3[C:8](=[C:7]4[CH2:1][NH:2][CH2:3][CH2:4][O:5][C:6]4=[CH:14][CH:13]=3)[CH:9]=[CH:10]2)(=[O:40])=[O:39])=[CH:34][CH:33]=1)[CH2:30][CH3:31]. (3) Reactant: [C@@H:1]1([C:11]([OH:13])=O)[C:10]2[C:5](=[CH:6][CH:7]=[CH:8][CH:9]=2)[CH2:4][CH2:3][CH2:2]1.[CH2:14]([O:16][C:17]([C:19]1([NH2:28])[CH2:27][C:26]2[C:21](=[CH:22][CH:23]=[CH:24][CH:25]=2)[CH2:20]1)=[O:18])[CH3:15].CN(C(ON1N=NC2C=CC=NC1=2)=[N+](C)C)C.F[P-](F)(F)(F)(F)F.CCN(C(C)C)C(C)C. Product: [CH2:14]([O:16][C:17]([C:19]1([NH:28][C:11]([C@@H:1]2[C:10]3[C:5](=[CH:6][CH:7]=[CH:8][CH:9]=3)[CH2:4][CH2:3][CH2:2]2)=[O:13])[CH2:27][C:26]2[C:21](=[CH:22][CH:23]=[CH:24][CH:25]=2)[CH2:20]1)=[O:18])[CH3:15]. The catalyst class is: 3. (4) Reactant: [CH:1]1([C:4]2[N:9]=[C:8]([NH2:10])[CH:7]=[CH:6][N:5]=2)[CH2:3][CH2:2]1.Br[C:12]1[C:13](=[O:20])[N:14]([CH3:19])[CH:15]=[C:16]([Br:18])[CH:17]=1.C(=O)([O-])[O-].[Cs+].[Cs+].CC1(C)C2C(=C(P(C3C=CC=CC=3)C3C=CC=CC=3)C=CC=2)OC2C(P(C3C=CC=CC=3)C3C=CC=CC=3)=CC=CC1=2. Product: [Br:18][C:16]1[CH:17]=[C:12]([NH:10][C:8]2[CH:7]=[CH:6][N:5]=[C:4]([CH:1]3[CH2:3][CH2:2]3)[N:9]=2)[C:13](=[O:20])[N:14]([CH3:19])[CH:15]=1. The catalyst class is: 110. (5) Reactant: [CH:1]1([CH2:4][O:5][C:6]2[CH:11]=[CH:10][C:9]([N:12]3[C:17](=[O:18])[C:16]4[NH:19][CH:20]=[CH:21][C:15]=4[NH:14][C:13]3=[S:22])=[CH:8][C:7]=2[CH3:23])[CH2:3][CH2:2]1.Br[CH2:25][CH2:26][O:27][CH2:28][CH2:29][O:30][CH2:31][CH3:32].[I-].[Na+].C(=O)([O-])O.[Na+]. Product: [CH:1]1([CH2:4][O:5][C:6]2[CH:11]=[CH:10][C:9]([N:12]3[C:17](=[O:18])[C:16]4[NH:19][CH:20]=[CH:21][C:15]=4[N:14]=[C:13]3[S:22][CH2:25][CH2:26][O:27][CH2:28][CH2:29][O:30][CH2:31][CH3:32])=[CH:8][C:7]=2[CH3:23])[CH2:2][CH2:3]1. The catalyst class is: 9.